From a dataset of Forward reaction prediction with 1.9M reactions from USPTO patents (1976-2016). Predict the product of the given reaction. (1) Given the reactants [OH-].[Na+].[C:3]([O:7][C:8]([N:10]1[CH2:15][CH2:14][CH:13]([CH2:16][CH2:17][CH2:18][O:19][C:20]2[CH:25]=[CH:24][C:23]([CH2:26][C:27]([O:29]C)=[O:28])=[CH:22][CH:21]=2)[CH2:12][CH2:11]1)=[O:9])([CH3:6])([CH3:5])[CH3:4], predict the reaction product. The product is: [C:3]([O:7][C:8]([N:10]1[CH2:11][CH2:12][CH:13]([CH2:16][CH2:17][CH2:18][O:19][C:20]2[CH:25]=[CH:24][C:23]([CH2:26][C:27]([OH:29])=[O:28])=[CH:22][CH:21]=2)[CH2:14][CH2:15]1)=[O:9])([CH3:6])([CH3:4])[CH3:5]. (2) Given the reactants [CH2:1]([O:4][C:5]1([CH3:42])[CH2:10][CH2:9][N:8]([C:11]2[N:16]3[N:17]=[C:18]([NH:20]C(OCC[Si](C)(C)C)=O)[CH:19]=[C:15]3[N:14]=[C:13]([CH3:30])[C:12]=2[C@H:31]([O:37][C:38]([CH3:41])([CH3:40])[CH3:39])[C:32]([O:34][CH2:35][CH3:36])=[O:33])[CH2:7][CH2:6]1)[CH:2]=[CH2:3].CCCC[N+](CCCC)(CCCC)CCCC.[F-], predict the reaction product. The product is: [CH2:1]([O:4][C:5]1([CH3:42])[CH2:10][CH2:9][N:8]([C:11]2[N:16]3[N:17]=[C:18]([NH2:20])[CH:19]=[C:15]3[N:14]=[C:13]([CH3:30])[C:12]=2[C@H:31]([O:37][C:38]([CH3:41])([CH3:40])[CH3:39])[C:32]([O:34][CH2:35][CH3:36])=[O:33])[CH2:7][CH2:6]1)[CH:2]=[CH2:3]. (3) Given the reactants [C:1]([C@@H:4]([C:30]1[CH:35]=[CH:34][CH:33]=[CH:32][CH:31]=1)[N:5]([C@H:17]1[C:25]2[C:20](=[CH:21][CH:22]=[C:23]([C:26]([F:29])([F:28])[F:27])[CH:24]=2)[CH2:19][CH2:18]1)[C:6](=[O:16])[C:7]1[CH:12]=[CH:11][CH:10]=[CH:9][C:8]=1[N+:13]([O-])=O)(=[O:3])[NH2:2], predict the reaction product. The product is: [NH2:13][C:8]1[CH:9]=[CH:10][CH:11]=[CH:12][C:7]=1[C:6]([N:5]([C@@H:4]([C:1](=[O:3])[NH2:2])[C:30]1[CH:31]=[CH:32][CH:33]=[CH:34][CH:35]=1)[C@H:17]1[C:25]2[C:20](=[CH:21][CH:22]=[C:23]([C:26]([F:27])([F:28])[F:29])[CH:24]=2)[CH2:19][CH2:18]1)=[O:16]. (4) Given the reactants [CH3:1][O:2][C:3]1[CH:4]=[C:5]([C:9](=[O:13])[C@H:10](O)[CH3:11])[CH:6]=[CH:7][CH:8]=1.CN(C1C2C(N(C)C)=CC=CC=2C=CC=1)C.S(OS(C(F)(F)F)(=O)=O)(C(F)(F)F)(=O)=O.[NH2:45][C:46]([CH3:50])([CH3:49])[CH2:47][OH:48], predict the reaction product. The product is: [CH3:1][O:2][C:3]1[CH:4]=[C:5]([C@:9]2([OH:13])[O:48][CH2:47][C:46]([CH3:50])([CH3:49])[NH:45][C@H:10]2[CH3:11])[CH:6]=[CH:7][CH:8]=1. (5) Given the reactants [NH2:1][C:2]1[CH:7]=[C:6]([F:8])[CH:5]=[CH:4][C:3]=1[S:9][CH2:10][C:11]1[CH:12]=[C:13]([CH:18]=[CH:19][CH:20]=1)[C:14]([O:16][CH3:17])=[O:15].[O:21]1[C:25]2[CH:26]=[CH:27][CH:28]=[CH:29][C:24]=2[CH:23]=[C:22]1[S:30](Cl)(=[O:32])=[O:31], predict the reaction product. The product is: [O:21]1[C:25]2[CH:26]=[CH:27][CH:28]=[CH:29][C:24]=2[CH:23]=[C:22]1[S:30]([NH:1][C:2]1[CH:7]=[C:6]([F:8])[CH:5]=[CH:4][C:3]=1[S:9][CH2:10][C:11]1[CH:12]=[C:13]([CH:18]=[CH:19][CH:20]=1)[C:14]([O:16][CH3:17])=[O:15])(=[O:32])=[O:31]. (6) Given the reactants [Cl:1][C:2]1[CH:10]=[CH:9][CH:8]=[C:7]2[C:3]=1[C:4]([C:11](=[O:20])[CH2:12][CH:13]1[CH2:19][CH2:18][CH2:17][CH2:16][CH2:15][CH2:14]1)=[CH:5][NH:6]2.C1(=O)O[CH2:24][CH2:23][O:22]1.C1CCN2C(=NCCC2)CC1, predict the reaction product. The product is: [Cl:1][C:2]1[CH:10]=[CH:9][CH:8]=[C:7]2[C:3]=1[C:4]([C:11](=[O:20])[CH2:12][CH:13]1[CH2:14][CH2:15][CH2:16][CH2:17][CH2:18][CH2:19]1)=[CH:5][N:6]2[CH2:24][CH2:23][OH:22]. (7) Given the reactants [F:1][C:2]1[CH:7]=[CH:6][C:5]([C:8]2[N:9]=[C:10]([CH:13]=[CH:14][CH:15]=[O:16])[S:11][CH:12]=2)=[CH:4][CH:3]=1.[BH4-].[Na+].O, predict the reaction product. The product is: [F:1][C:2]1[CH:3]=[CH:4][C:5]([C:8]2[N:9]=[C:10]([CH:13]=[CH:14][CH2:15][OH:16])[S:11][CH:12]=2)=[CH:6][CH:7]=1. (8) Given the reactants C(O[C:6]([N:8]1[CH2:13][CH2:12][CH:11]([C:14]2[C:23]3[C:18](=[CH:19][C:20]([O:25][CH2:26][CH2:27][CH2:28][N:29]4[CH2:34][CH2:33][N:32]([CH3:35])[CH2:31][CH2:30]4)=[C:21]([F:24])[CH:22]=3)[N:17]=[CH:16][N:15]=2)[CH2:10][CH2:9]1)=[O:7])(C)(C)C.Cl.[N+](C1C=CC(OC(=O)[NH:48][C:49]2[CH:54]=[CH:53][C:52]([N:55]3[CH2:60][CH2:59][O:58][CH2:57][CH2:56]3)=[CH:51][CH:50]=2)=CC=1)([O-])=O, predict the reaction product. The product is: [N:55]1([C:52]2[CH:51]=[CH:50][C:49]([NH:48][C:6]([N:8]3[CH2:9][CH2:10][CH:11]([C:14]4[C:23]5[C:18](=[CH:19][C:20]([O:25][CH2:26][CH2:27][CH2:28][N:29]6[CH2:30][CH2:31][N:32]([CH3:35])[CH2:33][CH2:34]6)=[C:21]([F:24])[CH:22]=5)[N:17]=[CH:16][N:15]=4)[CH2:12][CH2:13]3)=[O:7])=[CH:54][CH:53]=2)[CH2:56][CH2:57][O:58][CH2:59][CH2:60]1. (9) Given the reactants [C:1]([C:4]1[S:8][C:7](B(O)O)=[CH:6][CH:5]=1)(=[O:3])[CH3:2].Br[C:13]1[CH:18]=[CH:17][C:16]([S:19][CH3:20])=[CH:15][CH:14]=1, predict the reaction product. The product is: [CH3:20][S:19][C:16]1[CH:17]=[CH:18][C:13]([C:7]2[S:8][C:4]([C:1](=[O:3])[CH3:2])=[CH:5][CH:6]=2)=[CH:14][CH:15]=1.